Dataset: Full USPTO retrosynthesis dataset with 1.9M reactions from patents (1976-2016). Task: Predict the reactants needed to synthesize the given product. (1) Given the product [CH3:1][O:2][C:3]1[CH:8]=[C:7]([N+:9]([O-:11])=[O:10])[CH:6]=[CH:5][C:4]=1[C:22]1[S:23][CH:24]=[N:25][N:26]=1, predict the reactants needed to synthesize it. The reactants are: [CH3:1][O:2][C:3]1[CH:8]=[C:7]([N+:9]([O-:11])=[O:10])[CH:6]=[CH:5][C:4]=1B1OC(C)(C)C(C)(C)O1.Br[C:22]1[S:23][CH:24]=[N:25][N:26]=1.C(=O)([O-])[O-].[Cs+].[Cs+].N#N. (2) Given the product [CH:1]1([O:5][C:6]2[CH:11]=[CH:10][C:9]([NH:12][C:13]([C:15]3[CH:16]=[C:17]([CH2:21][CH2:22][CH2:23][O:24][CH2:25][CH2:26][O:27][CH2:28][CH2:29][O:30][CH2:31][CH2:32][O:33][CH2:34][CH2:35][C:36]([OH:38])=[O:37])[CH:18]=[CH:19][CH:20]=3)=[O:14])=[C:8]([C:43]3[CH:48]=[C:47]([C:49](=[O:61])[NH:50][C@@H:51]4[C:60]5[C:55](=[CH:56][CH:57]=[CH:58][CH:59]=5)[CH2:54][CH2:53][CH2:52]4)[CH:46]=[CH:45][N:44]=3)[CH:7]=2)[CH2:2][CH2:3][CH2:4]1, predict the reactants needed to synthesize it. The reactants are: [CH:1]1([O:5][C:6]2[CH:11]=[CH:10][C:9]([NH:12][C:13]([C:15]3[CH:16]=[C:17]([CH2:21][CH2:22][CH2:23][O:24][CH2:25][CH2:26][O:27][CH2:28][CH2:29][O:30][CH2:31][CH2:32][O:33][CH2:34][CH2:35][C:36]([O:38]C(C)(C)C)=[O:37])[CH:18]=[CH:19][CH:20]=3)=[O:14])=[C:8]([C:43]3[CH:48]=[C:47]([C:49](=[O:61])[NH:50][C@@H:51]4[C:60]5[C:55](=[CH:56][CH:57]=[CH:58][CH:59]=5)[CH2:54][CH2:53][CH2:52]4)[CH:46]=[CH:45][N:44]=3)[CH:7]=2)[CH2:4][CH2:3][CH2:2]1.FC(F)(F)C(O)=O. (3) Given the product [Cl:1][C:2]1[N:10]=[CH:9][CH:8]=[CH:7][C:3]=1[C:4]([N:18]([O:19][CH3:20])[CH3:17])=[O:5], predict the reactants needed to synthesize it. The reactants are: [Cl:1][C:2]1[N:10]=[CH:9][CH:8]=[CH:7][C:3]=1[C:4](Cl)=[O:5].C(=O)(O)[O-].[Na+].Cl.[CH3:17][NH:18][O:19][CH3:20].Cl. (4) Given the product [CH2:20]([O:1][C:2]1[CH:3]=[C:4]2[C:8](=[CH:9][CH:10]=1)[N:7]([CH:11]1[CH2:16][CH2:15][CH2:14][CH2:13][O:12]1)[N:6]=[C:5]2[CH:17]=[O:18])[CH:21]([CH3:23])[CH3:22], predict the reactants needed to synthesize it. The reactants are: [OH:1][C:2]1[CH:3]=[C:4]2[C:8](=[CH:9][CH:10]=1)[N:7]([CH:11]1[CH2:16][CH2:15][CH2:14][CH2:13][O:12]1)[N:6]=[C:5]2[CH:17]=[O:18].I[CH2:20][CH:21]([CH3:23])[CH3:22].C(=O)([O-])[O-].[Cs+].[Cs+].